Dataset: Full USPTO retrosynthesis dataset with 1.9M reactions from patents (1976-2016). Task: Predict the reactants needed to synthesize the given product. (1) Given the product [CH3:22][O:23][C:24]1[CH:25]=[CH:26][C:27]([S:30]([C:2]2[C:7]([CH2:8][C:9]3[C:17]4[C:16](=[O:18])[CH2:15][C:14]([CH3:20])([CH3:19])[CH2:13][C:12]=4[NH:11][C:10]=3[CH3:21])=[CH:6][CH:5]=[CH:4][N:3]=2)(=[O:32])=[O:31])=[CH:28][CH:29]=1, predict the reactants needed to synthesize it. The reactants are: Br[C:2]1[C:7]([CH2:8][C:9]2[C:17]3[C:16](=[O:18])[CH2:15][C:14]([CH3:20])([CH3:19])[CH2:13][C:12]=3[NH:11][C:10]=2[CH3:21])=[CH:6][CH:5]=[CH:4][N:3]=1.[CH3:22][O:23][C:24]1[CH:29]=[CH:28][C:27]([S:30]([O-:32])=[O:31])=[CH:26][CH:25]=1.[Na+]. (2) Given the product [CH3:25][S:26]([O:29][C:30]1[CH:35]=[C:34]([C:36]#[N:37])[C:33]([CH2:9][C:10]2[CH:11]=[CH:12][C:13]([CH2:16][O:17][CH:18]3[CH2:23][CH2:22][CH2:21][CH2:20][O:19]3)=[CH:14][CH:15]=2)=[C:32]([C:39]#[N:40])[C:31]=1[O:41][S:42]([CH3:45])(=[O:44])=[O:43])(=[O:27])=[O:28], predict the reactants needed to synthesize it. The reactants are: CC1(C)C(C)(C)OB([CH2:9][C:10]2[CH:15]=[CH:14][C:13]([CH2:16][O:17][CH:18]3[CH2:23][CH2:22][CH2:21][CH2:20][O:19]3)=[CH:12][CH:11]=2)O1.[CH3:25][S:26]([O:29][C:30]1[CH:35]=[C:34]([C:36]#[N:37])[C:33](Br)=[C:32]([C:39]#[N:40])[C:31]=1[O:41][S:42]([CH3:45])(=[O:44])=[O:43])(=[O:28])=[O:27].C(Cl)Cl.C(=O)([O-])O.[Na+].